The task is: Regression. Given two drug SMILES strings and cell line genomic features, predict the synergy score measuring deviation from expected non-interaction effect.. This data is from NCI-60 drug combinations with 297,098 pairs across 59 cell lines. (1) Drug 1: CC(C1=C(C=CC(=C1Cl)F)Cl)OC2=C(N=CC(=C2)C3=CN(N=C3)C4CCNCC4)N. Drug 2: C1CN(CCN1C(=O)CCBr)C(=O)CCBr. Cell line: COLO 205. Synergy scores: CSS=29.7, Synergy_ZIP=1.67, Synergy_Bliss=6.44, Synergy_Loewe=2.90, Synergy_HSA=4.25. (2) Drug 1: C1CCC(C(C1)N)N.C(=O)(C(=O)[O-])[O-].[Pt+4]. Drug 2: N.N.Cl[Pt+2]Cl. Cell line: SF-268. Synergy scores: CSS=41.7, Synergy_ZIP=1.52, Synergy_Bliss=5.50, Synergy_Loewe=-5.12, Synergy_HSA=4.95. (3) Drug 1: CC(CN1CC(=O)NC(=O)C1)N2CC(=O)NC(=O)C2. Drug 2: CC1C(C(CC(O1)OC2CC(CC3=C2C(=C4C(=C3O)C(=O)C5=C(C4=O)C(=CC=C5)OC)O)(C(=O)C)O)N)O.Cl. Cell line: SW-620. Synergy scores: CSS=47.3, Synergy_ZIP=-0.0493, Synergy_Bliss=-0.934, Synergy_Loewe=-2.35, Synergy_HSA=0.738. (4) Drug 1: CC1=C2C(C(=O)C3(C(CC4C(C3C(C(C2(C)C)(CC1OC(=O)C(C(C5=CC=CC=C5)NC(=O)C6=CC=CC=C6)O)O)OC(=O)C7=CC=CC=C7)(CO4)OC(=O)C)O)C)OC(=O)C. Drug 2: CC12CCC3C(C1CCC2O)C(CC4=C3C=CC(=C4)O)CCCCCCCCCS(=O)CCCC(C(F)(F)F)(F)F. Cell line: UACC62. Synergy scores: CSS=0.931, Synergy_ZIP=-0.0565, Synergy_Bliss=-1.44, Synergy_Loewe=0.396, Synergy_HSA=-2.24.